Predict the product of the given reaction. From a dataset of Forward reaction prediction with 1.9M reactions from USPTO patents (1976-2016). Given the reactants CC(C)([O-])C.[K+].[Cl:7][C:8]1[CH:13]=[CH:12][C:11]([C:14]2[CH:19]=[CH:18][C:17]([CH3:20])=[C:16]([CH2:21][C:22]([NH:24][C:25]3([C:33]([O:35]C)=O)[CH2:30][CH2:29][C:28]([F:32])([F:31])[CH2:27][CH2:26]3)=[O:23])[CH:15]=2)=[CH:10][CH:9]=1.Cl, predict the reaction product. The product is: [Cl:7][C:8]1[CH:13]=[CH:12][C:11]([C:14]2[CH:19]=[CH:18][C:17]([CH3:20])=[C:16]([C:21]3[C:22](=[O:23])[NH:24][C:25]4([CH2:30][CH2:29][C:28]([F:31])([F:32])[CH2:27][CH2:26]4)[C:33]=3[OH:35])[CH:15]=2)=[CH:10][CH:9]=1.